This data is from Forward reaction prediction with 1.9M reactions from USPTO patents (1976-2016). The task is: Predict the product of the given reaction. (1) Given the reactants [OH-].[K+].[CH:3]1([CH:8]([NH:14][C:15]([O:17][CH3:18])=[O:16])[C:9]([O:11]CC)=[O:10])[CH2:7][CH2:6][CH2:5][CH2:4]1, predict the reaction product. The product is: [CH:3]1([CH:8]([NH:14][C:15]([O:17][CH3:18])=[O:16])[C:9]([OH:11])=[O:10])[CH2:7][CH2:6][CH2:5][CH2:4]1. (2) The product is: [C:1]([O:5][C:6]([N:8]1[C:17]2[C:12](=[CH:13][C:14]([O:18][CH2:19][CH:20]=[CH:21][CH2:22][N:27]([CH2:24][CH:25]=[CH2:26])[CH3:28])=[CH:15][CH:16]=2)[CH2:11][CH2:10][CH2:9]1)=[O:7])([CH3:4])([CH3:3])[CH3:2]. Given the reactants [C:1]([O:5][C:6]([N:8]1[C:17]2[C:12](=[CH:13][C:14]([O:18][CH2:19][CH:20]=[CH:21][CH2:22]Br)=[CH:15][CH:16]=2)[CH2:11][CH2:10][CH2:9]1)=[O:7])([CH3:4])([CH3:3])[CH3:2].[CH2:24]([NH:27][CH3:28])[CH:25]=[CH2:26], predict the reaction product. (3) Given the reactants CON(C)[C:4]([C:6]1[C:11]([N:12]([S:16]([C:19]2[CH:24]=[CH:23][C:22]([Cl:25])=[C:21]([C:26]([F:29])([F:28])[F:27])[CH:20]=2)(=[O:18])=[O:17])COC)=[CH:10][CH:9]=[CH:8][N:7]=1)=[O:5].I[C:32]1[C:33]2[CH:40]=[CH:39][N:38](COCC[Si](C)(C)C)[C:34]=2[N:35]=[CH:36][N:37]=1.CO.Cl, predict the reaction product. The product is: [Cl:25][C:22]1[CH:23]=[CH:24][C:19]([S:16]([NH:12][C:11]2[C:6]([C:4]([C:32]3[C:33]4[CH:40]=[CH:39][NH:38][C:34]=4[N:35]=[CH:36][N:37]=3)=[O:5])=[N:7][CH:8]=[CH:9][CH:10]=2)(=[O:18])=[O:17])=[CH:20][C:21]=1[C:26]([F:28])([F:27])[F:29].